Dataset: Full USPTO retrosynthesis dataset with 1.9M reactions from patents (1976-2016). Task: Predict the reactants needed to synthesize the given product. Given the product [F:33][C:34]([F:53])([F:52])[S:35]([O:1][C:2]1[CH2:7][CH2:6][CH:5]([NH:8][C:9]([C@@H:11]2[CH2:15][CH2:14][CH2:13][N:12]2[C:16]([O:18][C:19]([CH3:22])([CH3:21])[CH3:20])=[O:17])=[O:10])[CH2:4][CH:3]=1)(=[O:37])=[O:36], predict the reactants needed to synthesize it. The reactants are: [O:1]=[C:2]1[CH2:7][CH2:6][CH:5]([NH:8][C:9]([C@@H:11]2[CH2:15][CH2:14][CH2:13][N:12]2[C:16]([O:18][C:19]([CH3:22])([CH3:21])[CH3:20])=[O:17])=[O:10])[CH2:4][CH2:3]1.[Li+].C[Si]([N-][Si](C)(C)C)(C)C.[F:33][C:34]([F:53])([F:52])[S:35](N(C1C=CC=CC=1)[S:35]([C:34]([F:53])([F:52])[F:33])(=[O:37])=[O:36])(=[O:37])=[O:36].